This data is from Full USPTO retrosynthesis dataset with 1.9M reactions from patents (1976-2016). The task is: Predict the reactants needed to synthesize the given product. (1) Given the product [CH2:1]([CH:3]1[CH2:4][CH2:5][CH:6]([O:9][C:10]2[CH:11]=[C:12]3[C:17](=[CH:18][CH:19]=2)[CH:16]=[C:15]([CH2:20][N:21]2[CH2:24][CH:23]([CH:25]4[CH2:30][CH2:29][CH2:28][CH:27]([C:31]([O:33][CH3:34])=[O:32])[CH2:26]4)[CH2:22]2)[CH:14]=[CH:13]3)[CH2:7][CH2:8]1)[CH3:2], predict the reactants needed to synthesize it. The reactants are: [CH2:1]([C@@H:3]1[CH2:8][CH2:7][C@H:6]([O:9][C:10]2[CH:11]=[C:12]3[C:17](=[CH:18][CH:19]=2)[CH:16]=[C:15]([CH2:20][N:21]2[CH2:24][CH:23]([CH:25]4[CH2:30][CH2:29][CH2:28][CH:27]([C:31]([O:33][CH3:34])=[O:32])[CH2:26]4)[CH2:22]2)[CH:14]=[CH:13]3)[CH2:5][CH2:4]1)[CH3:2].C([C@@H]1CC[C@H](OC2C=C3C(=CC=2)C=C(CN2CC(C4CCCC(C(OC)=O)C4)C2)C=C3)CC1)(C)C. (2) Given the product [O:1]=[C:2]1[CH2:24][CH2:3][CH2:4][CH2:5][N:6]([C:10]([O:12][CH2:13][C:14]2[CH:15]=[CH:16][CH:17]=[CH:18][CH:19]=2)=[O:11])[CH2:7][CH2:8][CH2:9]1, predict the reactants needed to synthesize it. The reactants are: [O:1]=[C:2]1[CH2:9][CH2:8][CH2:7][N:6]([C:10]([O:12][CH2:13][C:14]2[CH:19]=[CH:18][CH:17]=[CH:16][CH:15]=2)=[O:11])[CH2:5][CH2:4][CH2:3]1.B(F)(F)F.[CH3:24]COCC.[N+](=CC(OCC)=O)=[N-].C(=O)([O-])[O-].[K+].[K+]. (3) The reactants are: [F:1][C:2]1[CH:7]=[CH:6][C:5](/[CH:8]=[CH:9]/[O:10]C)=[CH:4][C:3]=1[O:12][C:13]1[CH:18]=[CH:17][CH:16]=[CH:15][CH:14]=1.Cl.O1CCCC1. Given the product [F:1][C:2]1[CH:7]=[CH:6][C:5]([CH2:8][CH:9]=[O:10])=[CH:4][C:3]=1[O:12][C:13]1[CH:14]=[CH:15][CH:16]=[CH:17][CH:18]=1, predict the reactants needed to synthesize it. (4) Given the product [O:1]1[C:5]2[CH:6]=[CH:7][C:8]([C:10]3[C:11]4[C:25](=[O:26])[O:24][C:23](=[O:27])[C:12]=4[CH:13]=[C:14]4[C:22]=3[C:18]3[O:19][CH2:20][O:21][C:17]=3[CH:16]=[CH:15]4)=[CH:9][C:4]=2[O:3][CH2:2]1.[O:1]1[C:5]2[CH:6]=[CH:7][C:8]([C:10]3[C:11]4[CH2:25][O:24][C:23](=[O:27])[C:12]=4[CH:13]=[C:14]4[C:22]=3[C:18]3[O:19][CH2:20][O:21][C:17]=3[CH:16]=[CH:15]4)=[CH:9][C:4]=2[O:3][CH2:2]1, predict the reactants needed to synthesize it. The reactants are: [O:1]1[C:5]2[CH:6]=[CH:7][C:8]([C:10]3[C:11]4[C:25](=[O:26])[O:24][C:23](=[O:27])[C:12]=4[CH:13]=[C:14]4[C:22]=3[C:18]3[O:19][CH2:20][O:21][C:17]=3[CH:16]=[CH:15]4)=[CH:9][C:4]=2[O:3][CH2:2]1.[BH4-].[Na+].Cl. (5) The reactants are: [I:1][C:2]1[CH:12]=[CH:11][CH:10]=[CH:9][C:3]=1[CH2:4][S:5][C:6](=N)N.[OH-].[Na+].COS(OC)(=O)=O. Given the product [I:1][C:2]1[CH:12]=[CH:11][CH:10]=[CH:9][C:3]=1[CH2:4][S:5][CH3:6], predict the reactants needed to synthesize it. (6) Given the product [N+:8]([C:5]1[CH:6]=[CH:7][C:2]([N:12]2[CH2:17][CH2:16][CH:15]([CH2:18][C:19]([O:21][CH3:22])=[O:20])[CH2:14][CH2:13]2)=[N:3][CH:4]=1)([O-:10])=[O:9], predict the reactants needed to synthesize it. The reactants are: Cl[C:2]1[CH:7]=[CH:6][C:5]([N+:8]([O-:10])=[O:9])=[CH:4][N:3]=1.Cl.[NH:12]1[CH2:17][CH2:16][CH:15]([CH2:18][C:19]([O:21][CH3:22])=[O:20])[CH2:14][CH2:13]1.C(N=P1(N(CC)CC)N(C)CCCN1C)(C)(C)C.